From a dataset of Reaction yield outcomes from USPTO patents with 853,638 reactions. Predict the reaction yield, written as a fraction of the theoretical maximum amount of product (1.0 means a 100% yield; for example, 0.34 means a 34% yield). (1) The reactants are C(O[C:9]([S:11][C:12]1[CH:17]=[CH:16][C:15]([NH:18][C:19](=[O:35])/[CH:20]=[CH:21]/[C:22]2[CH:23]=[N:24][N:25]([CH3:34])[C:26]=2[C:27]2[CH:32]=[CH:31][C:30]([F:33])=[CH:29][CH:28]=2)=[CH:14][CH:13]=1)=O)C1C=CC=CC=1.ClC[C:38]1[N:42]([CH2:43][CH2:44][CH3:45])[CH:41]=[N:40][N:39]=1.[OH-].[Na+]. The catalyst is C(O)C. The product is [F:33][C:30]1[CH:29]=[CH:28][C:27]([C:26]2[N:25]([CH3:34])[N:24]=[CH:23][C:22]=2/[CH:21]=[CH:20]/[C:19]([NH:18][C:15]2[CH:14]=[CH:13][C:12]([S:11][CH2:9][C:38]3[N:42]([CH2:43][CH2:44][CH3:45])[CH:41]=[N:40][N:39]=3)=[CH:17][CH:16]=2)=[O:35])=[CH:32][CH:31]=1. The yield is 0.650. (2) The reactants are [Cl:1][C:2]1[CH:7]=[CH:6][CH:5]=[CH:4][C:3]=1[C:8]1[N:9]([CH2:26][C:27]2[N:32]=[C:31]([NH2:33])[CH:30]=[CH:29][CH:28]=2)[C:10]([C:13]2[CH:18]=[CH:17][C:16]([O:19][C:20]3[N:25]=[CH:24][CH:23]=[CH:22][N:21]=3)=[CH:15][CH:14]=2)=[CH:11][CH:12]=1.Cl. The catalyst is C(OCC)C. The product is [ClH:1].[Cl:1][C:2]1[CH:7]=[CH:6][CH:5]=[CH:4][C:3]=1[C:8]1[N:9]([CH2:26][C:27]2[N:32]=[C:31]([NH2:33])[CH:30]=[CH:29][CH:28]=2)[C:10]([C:13]2[CH:14]=[CH:15][C:16]([O:19][C:20]3[N:25]=[CH:24][CH:23]=[CH:22][N:21]=3)=[CH:17][CH:18]=2)=[CH:11][CH:12]=1. The yield is 0.860. (3) The reactants are [N:1]1[CH:6]=[CH:5][C:4]([CH2:7][C:8]([C:10]2[CH:15]=[CH:14][CH:13]=[C:12]([C:16]([F:19])([F:18])[F:17])[CH:11]=2)=O)=[CH:3][CH:2]=1.C(OC(=O)[NH:26][C:27]1[C:31]([CH:32]=O)=[C:30]([CH3:34])[O:29][N:28]=1)(C)(C)C.O.CCOC(C)=O. The catalyst is CCO.N1CCCCC1.C(O)(=O)C. The product is [CH3:34][C:30]1[O:29][N:28]=[C:27]2[C:31]=1[CH:32]=[C:7]([C:4]1[CH:5]=[CH:6][N:1]=[CH:2][CH:3]=1)[C:8]([C:10]1[CH:15]=[CH:14][CH:13]=[C:12]([C:16]([F:19])([F:18])[F:17])[CH:11]=1)=[N:26]2. The yield is 0.0600.